Dataset: Full USPTO retrosynthesis dataset with 1.9M reactions from patents (1976-2016). Task: Predict the reactants needed to synthesize the given product. (1) Given the product [Cl:1][C:2]1[CH:7]=[CH:6][C:5]([CH2:8][N:11]2[CH2:16][CH2:15][O:14][CH2:13][CH2:12]2)=[CH:4][N+:3]=1[O-:10], predict the reactants needed to synthesize it. The reactants are: [Cl:1][C:2]1[CH:7]=[CH:6][C:5]([CH2:8]Cl)=[CH:4][N+:3]=1[O-:10].[NH:11]1[CH2:16][CH2:15][O:14][CH2:13][CH2:12]1.C(=O)([O-])[O-].[K+].[K+]. (2) Given the product [Br:16][C:17]1[CH:22]=[CH:21][C:20]([O:23][CH:24]2[CH2:1][CH2:25]2)=[CH:19][CH:18]=1, predict the reactants needed to synthesize it. The reactants are: [CH2:1]([Zn]CC)C.FC(F)(F)C(O)=O.ClCI.[Br:16][C:17]1[CH:22]=[CH:21][C:20]([O:23][CH:24]=[CH2:25])=[CH:19][CH:18]=1.Cl. (3) Given the product [C:18]([C:21]1[C:29]2[C:24](=[CH:25][CH:26]=[C:27]([O:30][CH2:31][C:2]3[CH:7]=[CH:6][CH:5]=[CH:4][CH:3]=3)[CH:28]=2)[N:23]([CH2:35][C:36]([OH:38])=[O:37])[CH:22]=1)(=[O:20])[CH3:19], predict the reactants needed to synthesize it. The reactants are: C(O[C:2]1[CH:7]=[C:6]2[C:5](=[CH:4][CH:3]=1)NC=C2)[C:2]1[CH:7]=[CH:6][CH:5]=[CH:4][CH:3]=1.[C:18]([C:21]1[C:29]2[C:24](=[CH:25][CH:26]=[C:27]([O:30][C:31](F)(F)F)[CH:28]=2)[N:23]([CH2:35][C:36]([OH:38])=[O:37])[CH:22]=1)(=[O:20])[CH3:19].